Dataset: Forward reaction prediction with 1.9M reactions from USPTO patents (1976-2016). Task: Predict the product of the given reaction. (1) Given the reactants Br[C:2]1[CH:7]=[CH:6][C:5]([CH2:8][N:9]2[C:13]([CH3:14])=[C:12]([C:15]([OH:17])=[O:16])[N:11]=[N:10]2)=[CH:4][CH:3]=1.[Cl:18][C:19]1[CH:24]=[CH:23][CH:22]=[CH:21][C:20]=1B(O)O.C(=O)([O-])[O-].[Na+].[Na+], predict the reaction product. The product is: [Cl:18][C:19]1[CH:24]=[CH:23][CH:22]=[CH:21][C:20]=1[C:2]1[CH:7]=[CH:6][C:5]([CH2:8][N:9]2[C:13]([CH3:14])=[C:12]([C:15]([OH:17])=[O:16])[N:11]=[N:10]2)=[CH:4][CH:3]=1. (2) The product is: [Cl:1][C:2]1[CH:3]=[N:4][N:5]([C@H:7]([CH3:11])[C:8]([NH:12][C:13]2[C:18]([NH:19][C:20](=[O:26])[O:21][C:22]([CH3:25])([CH3:24])[CH3:23])=[CH:17][CH:16]=[C:15]([N:27]3[CH2:32][CH2:31][CH2:30][C@@H:29]([C:33]([N:35]4[CH2:39][CH2:38][CH2:37][CH2:36]4)=[O:34])[CH2:28]3)[N:14]=2)=[O:10])[CH:6]=1. Given the reactants [Cl:1][C:2]1[CH:3]=[N:4][N:5]([C@H:7]([CH3:11])[C:8]([OH:10])=O)[CH:6]=1.[NH2:12][C:13]1[C:18]([NH:19][C:20](=[O:26])[O:21][C:22]([CH3:25])([CH3:24])[CH3:23])=[CH:17][CH:16]=[C:15]([N:27]2[CH2:32][CH2:31][CH2:30][C@@H:29]([C:33]([N:35]3[CH2:39][CH2:38][CH2:37][CH2:36]3)=[O:34])[CH2:28]2)[N:14]=1.N1C=CC=CC=1.CCCP1(OP(CCC)(=O)OP(CCC)(=O)O1)=O, predict the reaction product. (3) Given the reactants [Cl-].O[NH3+:3].[C:4](=[O:7])([O-])[OH:5].[Na+].CS(C)=O.[CH3:13][O:14][CH2:15][CH:16]([N:18]1[C:23](=[O:24])[C:22]([CH2:25][C:26]2[CH:31]=[CH:30][C:29]([C:32]3[C:33]([C:38]#[N:39])=[CH:34][CH:35]=[CH:36][CH:37]=3)=[CH:28][CH:27]=2)=[C:21]([CH2:40][CH2:41][CH3:42])[N:20]2[N:43]=[C:44]([CH3:46])[N:45]=[C:19]12)[CH3:17], predict the reaction product. The product is: [CH3:13][O:14][CH2:15][CH:16]([N:18]1[C:23](=[O:24])[C:22]([CH2:25][C:26]2[CH:31]=[CH:30][C:29]([C:32]3[CH:37]=[CH:36][CH:35]=[CH:34][C:33]=3[C:38]3[NH:3][C:4](=[O:7])[O:5][N:39]=3)=[CH:28][CH:27]=2)=[C:21]([CH2:40][CH2:41][CH3:42])[N:20]2[N:43]=[C:44]([CH3:46])[N:45]=[C:19]12)[CH3:17]. (4) Given the reactants Br[C:2]1[C:3]([C:14]2[O:15][C:16]([C:19]3[CH:24]=[CH:23][N:22]=[CH:21][CH:20]=3)=[N:17][N:18]=2)=[CH:4][C:5]([NH:8][C:9]([NH:11][CH2:12][CH3:13])=[O:10])=[N:6][CH:7]=1.CC1(C)C(C)(C)OB([C:33]2[CH:34]=[N:35][CH:36]=[C:37]([CH:43]=2)[C:38]([O:40][CH2:41][CH3:42])=[O:39])O1.C(=O)([O-])[O-].[Cs+].[Cs+].O1CCOCC1, predict the reaction product. The product is: [CH2:12]([NH:11][C:9](=[O:10])[NH:8][C:5]1[N:6]=[CH:7][C:2]([C:33]2[CH:34]=[N:35][CH:36]=[C:37]([C:38]([O:40][CH2:41][CH3:42])=[O:39])[CH:43]=2)=[C:3]([C:14]2[O:15][C:16]([C:19]3[CH:24]=[CH:23][N:22]=[CH:21][CH:20]=3)=[N:17][N:18]=2)[CH:4]=1)[CH3:13]. (5) Given the reactants Cl[C:2]1[N:7]=[C:6]([N:8]2[CH:12]=[CH:11][C:10]([C:13]([F:16])([F:15])[F:14])=[N:9]2)[N:5]=[C:4]([O:17][CH3:18])[CH:3]=1.[CH3:19][C:20]1[CH:25]=[CH:24][C:23](B(O)O)=[CH:22][CH:21]=1.COC1C=C(C2C=CC=CC=2)N=C(N2C=CC(C(F)(F)F)=N2)N=1, predict the reaction product. The product is: [CH3:18][O:17][C:4]1[CH:3]=[C:2]([C:23]2[CH:24]=[CH:25][C:20]([CH3:19])=[CH:21][CH:22]=2)[N:7]=[C:6]([N:8]2[CH:12]=[CH:11][C:10]([C:13]([F:16])([F:15])[F:14])=[N:9]2)[N:5]=1. (6) Given the reactants [NH2:1][C:2]1[C:3]([Cl:12])=[C:4]([C:8]([Cl:11])=[CH:9][CH:10]=1)[C:5]([OH:7])=[O:6].[Br:13]N1C(=O)CCC1=O, predict the reaction product. The product is: [NH2:1][C:2]1[C:3]([Cl:12])=[C:4]([C:8]([Cl:11])=[CH:9][C:10]=1[Br:13])[C:5]([OH:7])=[O:6]. (7) Given the reactants [Cl:1][C:2]1[CH:7]=[CH:6][C:5]([C:8](=[O:16])[CH2:9][C:10]2[CH:15]=[CH:14][N:13]=[CH:12][CH:11]=2)=[CH:4][CH:3]=1.CO[CH:19](OC)[N:20]([CH3:22])[CH3:21], predict the reaction product. The product is: [CH3:19][N:20]([CH3:22])[CH:21]=[C:9]([C:10]1[CH:15]=[CH:14][N:13]=[CH:12][CH:11]=1)[C:8]([C:5]1[CH:6]=[CH:7][C:2]([Cl:1])=[CH:3][CH:4]=1)=[O:16].